Dataset: Reaction yield outcomes from USPTO patents with 853,638 reactions. Task: Predict the reaction yield, written as a fraction of the theoretical maximum amount of product (1.0 means a 100% yield; for example, 0.34 means a 34% yield). The reactants are [CH3:1][O:2][C:3]1[CH:4]=[C:5]2[C:10](=[CH:11][C:12]=1[O:13][CH3:14])[N:9]=[CH:8][CH:7]=[C:6]2[O:15][C:16]1[CH:21]=[C:20]([CH3:22])[C:19]([CH3:23])=[CH:18][C:17]=1[C:24](=O)[CH3:25].O.[NH2:28][NH2:29].C(N(CC)CC)C. The catalyst is C(O)C. The product is [CH3:1][O:2][C:3]1[CH:4]=[C:5]2[C:10](=[CH:11][C:12]=1[O:13][CH3:14])[N:9]=[CH:8][CH:7]=[C:6]2[O:15][C:16]1[CH:21]=[C:20]([CH3:22])[C:19]([CH3:23])=[CH:18][C:17]=1[C:24](=[N:28][NH2:29])[CH3:25]. The yield is 0.670.